Dataset: Reaction yield outcomes from USPTO patents with 853,638 reactions. Task: Predict the reaction yield, written as a fraction of the theoretical maximum amount of product (1.0 means a 100% yield; for example, 0.34 means a 34% yield). (1) The reactants are [CH2:1]([O:3][C:4](=[O:14])[C:5]([C:7]1[CH:12]=[CH:11][CH:10]=[C:9]([Br:13])[CH:8]=1)=O)[CH3:2].[CH3:15][NH:16][CH3:17].C(O[BH-](OC(=O)C)OC(=O)C)(=O)C.[Na+].C(=O)(O)[O-].[Na+]. The catalyst is ClCCCl. The product is [CH2:1]([O:3][C:4](=[O:14])[CH:5]([C:7]1[CH:12]=[CH:11][CH:10]=[C:9]([Br:13])[CH:8]=1)[N:16]([CH3:17])[CH3:15])[CH3:2]. The yield is 0.160. (2) The reactants are [Br:1][C:2]1[CH:7]=[C:6]([O:8][CH3:9])[CH:5]=[CH:4][C:3]=1[O:10][CH3:11].[C:12](Cl)(=[O:19])[C:13]1[CH:18]=[CH:17][CH:16]=[CH:15][CH:14]=1.OS(C(F)(F)F)(=O)=O.[OH-].[Na+]. The catalyst is C(Cl)Cl.O.CO. The product is [Br:1][C:2]1[C:3]([O:10][CH3:11])=[CH:4][C:5]([C:12]([C:13]2[CH:18]=[CH:17][CH:16]=[CH:15][CH:14]=2)=[O:19])=[C:6]([O:8][CH3:9])[CH:7]=1. The yield is 0.760. (3) The reactants are [CH3:1][C:2]1[CH:7]=[C:6]([CH3:8])[N:5]=[C:4](OS(C(F)(F)F)(=O)=O)[CH:3]=1.N1C=CC=CC=1.[N+:23]([C:26]1[CH:31]=[CH:30][C:29]([NH:32][CH2:33][CH2:34][NH2:35])=[CH:28][CH:27]=1)([O-:25])=[O:24]. The catalyst is COCCOCCOC. The product is [CH3:1][C:2]1[CH:7]=[C:6]([CH3:8])[N:5]=[C:4]([NH:35][CH2:34][CH2:33][NH:32][C:29]2[CH:28]=[CH:27][C:26]([N+:23]([O-:25])=[O:24])=[CH:31][CH:30]=2)[CH:3]=1. The yield is 0.550. (4) The reactants are [CH2:1]([Zn]CC)C.C([Si]([O:13][C:14]1[CH:19]=[CH:18][C:17]([C:20]([CH3:22])=[CH2:21])=[CH:16][CH:15]=1)(C)C)(C)(C)C.ICI.CCCC[N+](CCCC)(CCCC)CCCC.[F-]. The catalyst is ClC(Cl)C. The product is [CH3:1][C:20]1([C:17]2[CH:16]=[CH:15][C:14]([OH:13])=[CH:19][CH:18]=2)[CH2:21][CH2:22]1. The yield is 0.680. (5) The reactants are B(Br)(Br)Br.ClC1N(C)N=C(C)C=1S([O:16][C:17]1[CH:22]=[CH:21][CH:20]=[C:19]([C:23]2([C:33]3[CH:38]=[C:37]([Cl:39])[N:36]=[C:35]([Cl:40])[CH:34]=3)[C:31]3[C:26](=[CH:27][CH:28]=[CH:29][CH:30]=3)[C:25]([NH2:32])=[N:24]2)[CH:18]=1)(=O)=O. The catalyst is ClCCl. The product is [NH2:32][C:25]1[C:26]2[C:31](=[CH:30][CH:29]=[CH:28][CH:27]=2)[C:23]([C:19]2[CH:18]=[C:17]([OH:16])[CH:22]=[CH:21][CH:20]=2)([C:33]2[CH:34]=[C:35]([Cl:40])[N:36]=[C:37]([Cl:39])[CH:38]=2)[N:24]=1. The yield is 0.510. (6) The reactants are [Br:1][C:2]1[CH:7]=[CH:6][C:5]([OH:8])=[C:4]([F:9])[CH:3]=1.[H-].[Na+].[N+]([C:15]1[CH:16]=[C:17]([CH3:22])[N+:18]([O-:21])=[CH:19][CH:20]=1)([O-])=O. The catalyst is CN1CCCC1=O.CCOC(C)=O. The product is [Br:1][C:2]1[CH:7]=[CH:6][C:5]([O:8][C:15]2[CH:20]=[CH:19][N+:18]([O-:21])=[C:17]([CH3:22])[CH:16]=2)=[C:4]([F:9])[CH:3]=1. The yield is 0.470. (7) The reactants are [CH2:1]([C:9]1([CH2:28][CH2:29][CH2:30][CH2:31][CH2:32][CH2:33][CH2:34][CH3:35])[C:21]2[CH:20]=[C:19]([C:22]#[C:23][Si](C)(C)C)[CH:18]=[CH:17][C:16]=2[C:15]2[C:10]1=[CH:11][CH:12]=[CH:13][CH:14]=2)[CH2:2][CH2:3][CH2:4][CH2:5][CH2:6][CH2:7][CH3:8].C(=O)([O-])[O-].[K+].[K+]. The catalyst is C(O)C. The product is [C:22]([C:19]1[CH:18]=[CH:17][C:16]2[C:15]3[C:10](=[CH:11][CH:12]=[CH:13][CH:14]=3)[C:9]([CH2:1][CH2:2][CH2:3][CH2:4][CH2:5][CH2:6][CH2:7][CH3:8])([CH2:28][CH2:29][CH2:30][CH2:31][CH2:32][CH2:33][CH2:34][CH3:35])[C:21]=2[CH:20]=1)#[CH:23]. The yield is 0.820. (8) The reactants are [Cl:1][C:2]1[CH:7]=[CH:6][CH:5]=[C:4]([Cl:8])[N:3]=1.C(O)(C(F)(F)F)=[O:10]. The catalyst is OO.[OH-].[Na+]. The product is [Cl:1][C:2]1[CH:7]=[CH:6][CH:5]=[C:4]([Cl:8])[N+:3]=1[O-:10]. The yield is 0.800. (9) The reactants are [S:1]1[C:5]([C:6]2[C:7]([O:27][CH3:28])=[CH:8][C:9]([O:25][CH3:26])=[C:10](/[CH:12]=[CH:13]/[C:14]([C:16]3[CH:24]=[CH:23][C:19]([C:20](O)=[O:21])=[CH:18][CH:17]=3)=[O:15])[CH:11]=2)=[CH:4][C:3]2[CH:29]=[CH:30][CH:31]=[CH:32][C:2]1=2.[N:33]1([CH2:39][CH2:40][NH2:41])[CH2:38][CH2:37][O:36][CH2:35][CH2:34]1.Cl.CN(C)CCCN=C=NCC. The catalyst is ClCCl.[Cl-].[Na+].O. The product is [S:1]1[C:5]([C:6]2[C:7]([O:27][CH3:28])=[CH:8][C:9]([O:25][CH3:26])=[C:10](/[CH:12]=[CH:13]/[C:14]([C:16]3[CH:24]=[CH:23][C:19]([C:20]([NH:41][CH2:40][CH2:39][N:33]4[CH2:38][CH2:37][O:36][CH2:35][CH2:34]4)=[O:21])=[CH:18][CH:17]=3)=[O:15])[CH:11]=2)=[CH:4][C:3]2[CH:29]=[CH:30][CH:31]=[CH:32][C:2]1=2. The yield is 0.770. (10) The reactants are [CH3:1][O:2][CH2:3][CH:4]1[CH2:8][CH2:7][CH2:6][N:5]1[C:9]1[C:16]([CH3:17])=[CH:15][C:12]([C:13]#N)=[CH:11][N:10]=1.[OH-:18].[K+].Cl.[OH2:21]. No catalyst specified. The product is [CH3:1][O:2][CH2:3][CH:4]1[CH2:8][CH2:7][CH2:6][N:5]1[C:9]1[C:16]([CH3:17])=[CH:15][C:12]([C:13]([OH:21])=[O:18])=[CH:11][N:10]=1. The yield is 0.990.